This data is from Retrosynthesis with 50K atom-mapped reactions and 10 reaction types from USPTO. The task is: Predict the reactants needed to synthesize the given product. Given the product C#CCOCc1nnc(CNC(=O)CN2C(=O)c3ccccc3C2=O)n1-c1ccc(Cl)cc1C(=O)c1ccccc1, predict the reactants needed to synthesize it. The reactants are: C#CCOCc1nnc(CN)n1-c1ccc(Cl)cc1C(=O)c1ccccc1.O=C(Cl)CN1C(=O)c2ccccc2C1=O.